This data is from Forward reaction prediction with 1.9M reactions from USPTO patents (1976-2016). The task is: Predict the product of the given reaction. (1) Given the reactants [Br:1][C:2]1[CH:3]=[C:4]([N+:15]([O-])=O)[C:5]2[N:9]=[C:8]([N:10]([CH3:12])[CH3:11])[N:7]([CH3:13])[C:6]=2[CH:14]=1, predict the reaction product. The product is: [NH2:15][C:4]1[C:5]2[N:9]=[C:8]([N:10]([CH3:11])[CH3:12])[N:7]([CH3:13])[C:6]=2[CH:14]=[C:2]([Br:1])[CH:3]=1. (2) Given the reactants [CH3:1][CH2:2][CH2:3][CH2:4][O:5][P:6]([O:13][CH2:14][CH2:15][CH2:16][CH3:17])([O:8][CH2:9][CH2:10][CH2:11][CH3:12])=[O:7].[CH2:18]([NH2:28])[CH2:19][O:20][CH2:21][CH2:22][O:23][CH2:24][C:25]([OH:27])=[O:26], predict the reaction product. The product is: [CH3:12][CH2:11][CH2:10][CH2:9][O:8][P:6]([O:5][CH2:4][CH2:3][CH2:2][CH3:1])([O:13][CH2:14][CH2:15][CH2:16][CH3:17])=[O:7].[CH2:18]([NH2:28])[CH2:19][O:20][CH2:21][CH2:22][O:23][CH2:24][C:25]([OH:27])=[O:26]. (3) The product is: [Cl:23][C:24]1[CH:29]=[CH:28][C:27]([C@H:30]([NH:33][C:34](=[O:40])[O:35][C:36]([CH3:39])([CH3:38])[CH3:37])[CH2:31][CH3:32])=[C:26]([F:41])[C:25]=1[C:42]([C:43]1[CH:44]=[N:45][C:46]([S:49][CH3:50])=[N:47][CH:48]=1)=[O:51]. Given the reactants CC(OI1(OC(C)=O)(OC(C)=O)OC(=O)C2C=CC=CC1=2)=O.[Cl:23][C:24]1[CH:29]=[CH:28][C:27]([C@H:30]([NH:33][C:34](=[O:40])[O:35][C:36]([CH3:39])([CH3:38])[CH3:37])[CH2:31][CH3:32])=[C:26]([F:41])[C:25]=1[CH:42]([OH:51])[C:43]1[CH:44]=[N:45][C:46]([S:49][CH3:50])=[N:47][CH:48]=1, predict the reaction product. (4) Given the reactants Br[C:2]1[CH:3]=[C:4]2[C:8](=[CH:9][CH:10]=1)[NH:7][N:6]=[C:5]2[F:11].[B:12]1([B:12]2[O:16][C:15]([CH3:18])([CH3:17])[C:14]([CH3:20])([CH3:19])[O:13]2)[O:16][C:15]([CH3:18])([CH3:17])[C:14]([CH3:20])([CH3:19])[O:13]1.CC([O-])=O.[K+], predict the reaction product. The product is: [F:11][C:5]1[C:4]2[C:8](=[CH:9][CH:10]=[C:2]([B:12]3[O:16][C:15]([CH3:18])([CH3:17])[C:14]([CH3:20])([CH3:19])[O:13]3)[CH:3]=2)[NH:7][N:6]=1. (5) The product is: [C:1]([N:4]1[CH2:9][CH2:8][N:7]([CH2:10][C:11]2[CH:16]=[CH:15][C:14]([O:17][CH:23]3[CH2:24][N:25]([C:27]([O:29][C:30]([CH3:33])([CH3:32])[CH3:31])=[O:28])[CH2:26]3)=[CH:13][CH:12]=2)[CH2:6][CH2:5]1)(=[O:3])[CH3:2]. Given the reactants [C:1]([N:4]1[CH2:9][CH2:8][N:7]([CH2:10][C:11]2[CH:16]=[CH:15][C:14]([OH:17])=[CH:13][CH:12]=2)[CH2:6][CH2:5]1)(=[O:3])[CH3:2].CS(O[CH:23]1[CH2:26][N:25]([C:27]([O:29][C:30]([CH3:33])([CH3:32])[CH3:31])=[O:28])[CH2:24]1)(=O)=O.C([O-])([O-])=O.[Cs+].[Cs+].CN(C=O)C, predict the reaction product. (6) Given the reactants Br[C:2]1[C:14]2[C:13]3[CH:12]=[C:11]([C:15]4C=NC=CC=4)C=[CH:9][C:8]=3N=C[C:5]=2[N:4](C(OC(C)(C)C)=O)[N:3]=1.C([O-])([O-])=[O:29].[K+].[K+].CC1(C)C(C)(C)OB([C:42]2[CH:47]=[CH:46][C:45]([CH2:48][C:49]#N)=[CH:44][CH:43]=2)O1.[CH3:52][N:53](C=O)[CH3:54], predict the reaction product. The product is: [CH3:15][C:11]1[O:29][C:9](/[CH:49]=[CH:48]/[C:45]2[CH:44]=[CH:43][C:42]([N:53]([CH3:54])[CH3:52])=[CH:47][CH:46]=2)=[CH:8][C:13](=[C:14]([C:2]#[N:3])[C:5]#[N:4])[CH:12]=1.